This data is from NCI-60 drug combinations with 297,098 pairs across 59 cell lines. The task is: Regression. Given two drug SMILES strings and cell line genomic features, predict the synergy score measuring deviation from expected non-interaction effect. (1) Drug 1: C1=NC2=C(N1)C(=S)N=C(N2)N. Drug 2: C1CN(CCN1C(=O)CCBr)C(=O)CCBr. Cell line: NCIH23. Synergy scores: CSS=66.1, Synergy_ZIP=-7.33, Synergy_Bliss=-3.15, Synergy_Loewe=-2.80, Synergy_HSA=0.483. (2) Drug 1: CC1=C(C=C(C=C1)NC2=NC=CC(=N2)N(C)C3=CC4=NN(C(=C4C=C3)C)C)S(=O)(=O)N.Cl. Drug 2: CN1C2=C(C=C(C=C2)N(CCCl)CCCl)N=C1CCCC(=O)O.Cl. Cell line: EKVX. Synergy scores: CSS=-1.68, Synergy_ZIP=0.745, Synergy_Bliss=0.0860, Synergy_Loewe=-0.564, Synergy_HSA=-1.04. (3) Drug 1: CC1=C(C=C(C=C1)C(=O)NC2=CC(=CC(=C2)C(F)(F)F)N3C=C(N=C3)C)NC4=NC=CC(=N4)C5=CN=CC=C5. Drug 2: CC1=C2C(C(=O)C3(C(CC4C(C3C(C(C2(C)C)(CC1OC(=O)C(C(C5=CC=CC=C5)NC(=O)OC(C)(C)C)O)O)OC(=O)C6=CC=CC=C6)(CO4)OC(=O)C)O)C)O. Cell line: CAKI-1. Synergy scores: CSS=12.7, Synergy_ZIP=4.41, Synergy_Bliss=8.68, Synergy_Loewe=1.99, Synergy_HSA=2.27. (4) Drug 1: C1=CC(=CC=C1C#N)C(C2=CC=C(C=C2)C#N)N3C=NC=N3. Drug 2: C1=CN(C=N1)CC(O)(P(=O)(O)O)P(=O)(O)O. Cell line: IGROV1. Synergy scores: CSS=-1.24, Synergy_ZIP=0.696, Synergy_Bliss=0.669, Synergy_Loewe=-1.59, Synergy_HSA=-0.944. (5) Drug 1: CC(CN1CC(=O)NC(=O)C1)N2CC(=O)NC(=O)C2. Drug 2: C(CCl)NC(=O)N(CCCl)N=O. Cell line: T-47D. Synergy scores: CSS=3.65, Synergy_ZIP=-0.968, Synergy_Bliss=-0.471, Synergy_Loewe=-3.12, Synergy_HSA=-2.96. (6) Synergy scores: CSS=26.6, Synergy_ZIP=3.49, Synergy_Bliss=3.69, Synergy_Loewe=-12.8, Synergy_HSA=1.83. Cell line: HOP-62. Drug 2: CCCCC(=O)OCC(=O)C1(CC(C2=C(C1)C(=C3C(=C2O)C(=O)C4=C(C3=O)C=CC=C4OC)O)OC5CC(C(C(O5)C)O)NC(=O)C(F)(F)F)O. Drug 1: CC1=C2C(C(=O)C3(C(CC4C(C3C(C(C2(C)C)(CC1OC(=O)C(C(C5=CC=CC=C5)NC(=O)C6=CC=CC=C6)O)O)OC(=O)C7=CC=CC=C7)(CO4)OC(=O)C)O)C)OC(=O)C. (7) Drug 1: CN1C(=O)N2C=NC(=C2N=N1)C(=O)N. Drug 2: CN(CCCl)CCCl.Cl. Cell line: NCI-H522. Synergy scores: CSS=30.9, Synergy_ZIP=-2.74, Synergy_Bliss=-3.01, Synergy_Loewe=-14.9, Synergy_HSA=0.0356. (8) Drug 1: C1=NC2=C(N=C(N=C2N1C3C(C(C(O3)CO)O)O)F)N. Drug 2: COCCOC1=C(C=C2C(=C1)C(=NC=N2)NC3=CC=CC(=C3)C#C)OCCOC.Cl. Cell line: MDA-MB-435. Synergy scores: CSS=-1.21, Synergy_ZIP=-1.49, Synergy_Bliss=-8.55, Synergy_Loewe=-5.99, Synergy_HSA=-11.0.